Dataset: Forward reaction prediction with 1.9M reactions from USPTO patents (1976-2016). Task: Predict the product of the given reaction. (1) The product is: [NH2:30][C:27]1[CH:28]=[CH:29][C:24]([NH:23][C:21]([N:18]2[CH2:17][CH2:16][N:15]([C:6]3[C:5]4[C:10](=[CH:11][C:12]([O:13][CH3:14])=[C:3]([O:2][CH3:1])[CH:4]=4)[N:9]=[CH:8][N:7]=3)[CH2:20][CH2:19]2)=[O:22])=[CH:25][CH:26]=1. Given the reactants [CH3:1][O:2][C:3]1[CH:4]=[C:5]2[C:10](=[CH:11][C:12]=1[O:13][CH3:14])[N:9]=[CH:8][N:7]=[C:6]2[N:15]1[CH2:20][CH2:19][N:18]([C:21]([NH:23][C:24]2[CH:29]=[CH:28][C:27]([N+:30]([O-])=O)=[CH:26][CH:25]=2)=[O:22])[CH2:17][CH2:16]1.[H][H], predict the reaction product. (2) Given the reactants [Cl:1][C:2]1[CH:10]=[CH:9][C:8]([S:11]([CH3:14])(=[O:13])=[O:12])=[CH:7][C:3]=1[C:4]([OH:6])=O.[CH:15]1([CH2:18][CH:19]([C:22]2[CH:23]=[N:24][C:25]([C:28]([F:31])([F:30])[F:29])=[CH:26][CH:27]=2)[CH2:20][NH2:21])[CH2:17][CH2:16]1, predict the reaction product. The product is: [Cl:1][C:2]1[CH:10]=[CH:9][C:8]([S:11]([CH3:14])(=[O:13])=[O:12])=[CH:7][C:3]=1[C:4]([NH:21][CH2:20][CH:19]([C:22]1[CH:23]=[N:24][C:25]([C:28]([F:31])([F:29])[F:30])=[CH:26][CH:27]=1)[CH2:18][CH:15]1[CH2:16][CH2:17]1)=[O:6]. (3) Given the reactants [Cl-].[NH4+].[CH3:3][C:4]1[N:9]=[CH:8][C:7]([O:10][C:11]2[CH:16]=[CH:15][N:14]=[CH:13][C:12]=2[N+:17]([O-])=O)=[CH:6][CH:5]=1, predict the reaction product. The product is: [CH3:3][C:4]1[N:9]=[CH:8][C:7]([O:10][C:11]2[CH:16]=[CH:15][N:14]=[CH:13][C:12]=2[NH2:17])=[CH:6][CH:5]=1. (4) Given the reactants F[C:2]1[CH:7]=[CH:6][C:5]([Br:8])=[C:4]([CH3:9])[C:3]=1[N+:10]([O-:12])=[O:11].[C:13]([N:20]1[CH2:25][CH2:24]C(N)[CH2:22][CH2:21]1)([O:15][C:16]([CH3:19])([CH3:18])[CH3:17])=[O:14].C([O-])([O-])=O.[K+].[K+].C[N:34](C=O)C, predict the reaction product. The product is: [Br:8][C:5]1[CH:6]=[CH:7][C:2]([N:34]2[CH2:22][CH2:21][N:20]([C:13]([O:15][C:16]([CH3:17])([CH3:18])[CH3:19])=[O:14])[CH2:25][CH2:24]2)=[C:3]([N+:10]([O-:12])=[O:11])[C:4]=1[CH3:9].